This data is from Full USPTO retrosynthesis dataset with 1.9M reactions from patents (1976-2016). The task is: Predict the reactants needed to synthesize the given product. (1) Given the product [Cl:26][C:21]1[CH:20]=[C:19]([NH:18][C:5]2[C:4]3[C:9](=[C:10]([C:12]([F:13])([F:14])[F:15])[CH:11]=[C:2]([NH:1][CH2:41][C:37]4[N:36]([S:33]([C:27]5[CH:32]=[CH:31][CH:30]=[CH:29][CH:28]=5)(=[O:35])=[O:34])[CH:40]=[CH:39][CH:38]=4)[CH:3]=3)[N:8]=[CH:7][C:6]=2[C:16]#[N:17])[CH:24]=[CH:23][C:22]=1[F:25], predict the reactants needed to synthesize it. The reactants are: [NH2:1][C:2]1[CH:3]=[C:4]2[C:9](=[C:10]([C:12]([F:15])([F:14])[F:13])[CH:11]=1)[N:8]=[CH:7][C:6]([C:16]#[N:17])=[C:5]2[NH:18][C:19]1[CH:24]=[CH:23][C:22]([F:25])=[C:21]([Cl:26])[CH:20]=1.[C:27]1([S:33]([N:36]2[CH:40]=[CH:39][CH:38]=[C:37]2[CH:41]=O)(=[O:35])=[O:34])[CH:32]=[CH:31][CH:30]=[CH:29][CH:28]=1.[BH3-]C#N.[Na+]. (2) Given the product [CH:14]([C:17]1[CH:23]=[CH:22][C:20]([NH:21][CH2:8][C:7]2[CH:10]=[CH:11][C:4]([O:3][C:2]([F:13])([F:12])[F:1])=[CH:5][CH:6]=2)=[CH:19][CH:18]=1)([CH3:16])[CH3:15], predict the reactants needed to synthesize it. The reactants are: [F:1][C:2]([F:13])([F:12])[O:3][C:4]1[CH:11]=[CH:10][C:7]([CH:8]=O)=[CH:6][CH:5]=1.[CH:14]([C:17]1[CH:23]=[CH:22][C:20]([NH2:21])=[CH:19][CH:18]=1)([CH3:16])[CH3:15]. (3) Given the product [Br:1][C:2]1[CH:8]=[CH:7][C:5]([NH:6][NH2:10])=[C:4]([I:9])[CH:3]=1, predict the reactants needed to synthesize it. The reactants are: [Br:1][C:2]1[CH:8]=[CH:7][C:5]([NH2:6])=[C:4]([I:9])[CH:3]=1.[N:10]([O-])=O.[Na+].Cl[Sn]Cl. (4) Given the product [CH3:1][O:2][C:3]1[N:8]=[C:7]([NH:9][C:19]([NH2:18])=[S:20])[CH:6]=[N:5][CH:4]=1, predict the reactants needed to synthesize it. The reactants are: [CH3:1][O:2][C:3]1[N:8]=[C:7]([NH2:9])[CH:6]=[N:5][CH:4]=1.C([N:18]=[C:19]=[S:20])(=O)C1C=CC=CC=1. (5) Given the product [CH3:1][O:2][C:3]1[CH:17]=[CH:16][C:6]([O:7][C:8]2[CH:9]=[C:10]([CH:13]=[CH:14][CH:15]=2)[CH:11]=[N:22][OH:23])=[CH:5][CH:4]=1, predict the reactants needed to synthesize it. The reactants are: [CH3:1][O:2][C:3]1[CH:17]=[CH:16][C:6]([O:7][C:8]2[CH:9]=[C:10]([CH:13]=[CH:14][CH:15]=2)[CH:11]=O)=[CH:5][CH:4]=1.C(O)C.Cl.[NH2:22][OH:23].C([O-])(=O)C.[Na+]. (6) Given the product [CH2:1]([O:4][C:5]([C:7]1[N:8]=[C:9]([N:12]2[CH2:13][CH:14]([O:16][S:18]([CH3:17])(=[O:20])=[O:19])[CH2:15]2)[S:10][CH:11]=1)=[O:6])[CH:2]=[CH2:3], predict the reactants needed to synthesize it. The reactants are: [CH2:1]([O:4][C:5]([C:7]1[N:8]=[C:9]([N:12]2[CH2:15][CH:14]([OH:16])[CH2:13]2)[S:10][CH:11]=1)=[O:6])[CH:2]=[CH2:3].[CH3:17][S:18](Cl)(=[O:20])=[O:19].C(N(CC)CC)C. (7) Given the product [CH:1]1([CH2:6][C@H:7]([CH2:8][C:9](=[O:11])[NH:32][O:31][CH2:30][C:24]2[CH:29]=[CH:28][CH:27]=[CH:26][CH:25]=2)[C:12]([N:14]2[C@H:18]([C:19]([N:21]([CH3:23])[CH3:22])=[O:20])[CH2:17][CH:16]=[N:15]2)=[O:13])[CH2:2][CH2:3][CH2:4][CH2:5]1, predict the reactants needed to synthesize it. The reactants are: [CH:1]1([CH2:6][C@@H:7]([C:12]([N:14]2[CH:18]([C:19]([N:21]([CH3:23])[CH3:22])=[O:20])[CH2:17][CH:16]=[N:15]2)=[O:13])[CH2:8][C:9]([OH:11])=O)[CH2:5][CH2:4][CH2:3][CH2:2]1.[C:24]1([CH2:30][O:31][NH2:32])[CH:29]=[CH:28][CH:27]=[CH:26][CH:25]=1.C(Cl)CCl.CN1CCOCC1.N1C2C(=NC=CC=2)N(O)N=1. (8) Given the product [Br:8][C:9]1[CH:14]=[C:13]([Br:15])[N:12]=[C:11]([Cl:16])[C:10]=1[O:17][CH:19]([F:29])[F:28], predict the reactants needed to synthesize it. The reactants are: C(=O)([O-])[O-].[K+].[K+].O.[Br:8][C:9]1[CH:14]=[C:13]([Br:15])[N:12]=[C:11]([Cl:16])[C:10]=1[OH:17].Cl[C:19]([F:29])([F:28])C(C1C=CC=CC=1)=O. (9) Given the product [Si:5]([O:18][CH2:19][CH:20]1[CH2:25][CH:24]([OH:31])[CH:23]([CH3:26])[CH2:22][CH2:21]1)([C:1]([CH3:4])([CH3:2])[CH3:3])([C:12]1[CH:17]=[CH:16][CH:15]=[CH:14][CH:13]=1)[C:6]1[CH:11]=[CH:10][CH:9]=[CH:8][CH:7]=1, predict the reactants needed to synthesize it. The reactants are: [C:1]([Si:5]([O:18][CH2:19][CH:20]1[CH2:25][CH2:24][C:23]([CH3:26])=[CH:22][CH2:21]1)([C:12]1[CH:17]=[CH:16][CH:15]=[CH:14][CH:13]=1)[C:6]1[CH:11]=[CH:10][CH:9]=[CH:8][CH:7]=1)([CH3:4])([CH3:3])[CH3:2].B.C1C[O:31]CC1.[OH-].[Na+].OO. (10) Given the product [Cl:18][C:19]1[CH:20]=[CH:21][C:22]([OH:32])=[C:23]([C:25]2[N:1]([CH:3]3[CH2:4][N:5]([C:7]([O:9][C:10]([CH3:13])([CH3:12])[CH3:11])=[O:8])[CH2:6]3)[N:2]=[CH:27][CH:26]=2)[CH:24]=1, predict the reactants needed to synthesize it. The reactants are: [NH:1]([CH:3]1[CH2:6][N:5]([C:7]([O:9][C:10]([CH3:13])([CH3:12])[CH3:11])=[O:8])[CH2:4]1)[NH2:2].C(O)(=O)C.[Cl:18][C:19]1[CH:20]=[CH:21][C:22]([OH:32])=[C:23]([C:25](=O)/[CH:26]=[CH:27]/N(C)C)[CH:24]=1.